Dataset: Full USPTO retrosynthesis dataset with 1.9M reactions from patents (1976-2016). Task: Predict the reactants needed to synthesize the given product. (1) The reactants are: [CH2:1]([C:7]1[CH:8]=[C:9]([C:13]2[N:17]([CH3:18])[C:16]([C:19]([N:21]3[CH2:26][CH2:25][CH:24]([N:27]4[CH2:31][CH2:30][CH2:29][C@@H:28]4[CH2:32][OH:33])[CH2:23][CH2:22]3)=[O:20])=[C:15](I)[N:14]=2)[CH:10]=[CH:11][CH:12]=1)[CH2:2][CH2:3][CH2:4][CH2:5][CH3:6].[N:35]1[CH:40]=[CH:39][C:38](B(O)O)=[CH:37][CH:36]=1. Given the product [CH2:1]([C:7]1[CH:8]=[C:9]([C:13]2[N:17]([CH3:18])[C:16]([C:19]([N:21]3[CH2:26][CH2:25][CH:24]([N:27]4[CH2:31][CH2:30][CH2:29][C@@H:28]4[CH2:32][OH:33])[CH2:23][CH2:22]3)=[O:20])=[C:15]([C:38]3[CH:39]=[CH:40][N:35]=[CH:36][CH:37]=3)[N:14]=2)[CH:10]=[CH:11][CH:12]=1)[CH2:2][CH2:3][CH2:4][CH2:5][CH3:6], predict the reactants needed to synthesize it. (2) The reactants are: [NH2:1][CH2:2][CH2:3][C:4]1[S:13][C:7]2[N:8]=[CH:9][N:10]=[C:11]([OH:12])[C:6]=2[CH:5]=1.[CH3:14][C:15]([O:18][C:19](O[C:19]([O:18][C:15]([CH3:17])([CH3:16])[CH3:14])=[O:20])=[O:20])([CH3:17])[CH3:16]. Given the product [C:19](=[O:20])([O:18][C:15]([CH3:17])([CH3:16])[CH3:14])[O:12][C:11]1[C:6]2[CH:5]=[C:4]([CH2:3][CH2:2][NH:1][C:19]([O:18][C:15]([CH3:16])([CH3:17])[CH3:14])=[O:20])[S:13][C:7]=2[N:8]=[CH:9][N:10]=1, predict the reactants needed to synthesize it. (3) Given the product [NH2:30][C:28]1[CH:27]=[CH:26][C:25]([N:33]2[CH:37]=[N:36][C:35]([CH3:38])=[N:34]2)=[C:24]([CH:29]=1)[O:23][CH2:22][CH:21]([OH:39])[CH2:20][CH2:19][NH:18][C:4]1[C:5]2[CH2:10][CH2:9][CH:8]([C:11]3[CH:16]=[CH:15][C:14]([F:17])=[CH:13][CH:12]=3)[C:6]=2[N:7]=[C:2]([Cl:1])[N:3]=1, predict the reactants needed to synthesize it. The reactants are: [Cl:1][C:2]1[N:3]=[C:4]([NH:18][CH2:19][CH2:20][CH:21]([OH:39])[CH2:22][O:23][C:24]2[CH:29]=[C:28]([N+:30]([O-])=O)[CH:27]=[CH:26][C:25]=2[N:33]2[CH:37]=[N:36][C:35]([CH3:38])=[N:34]2)[C:5]2[CH2:10][CH2:9][CH:8]([C:11]3[CH:16]=[CH:15][C:14]([F:17])=[CH:13][CH:12]=3)[C:6]=2[N:7]=1.[Cl-].[NH4+]. (4) Given the product [Cl:1][C:2]1[CH:18]=[CH:17][CH:16]=[C:15]([F:19])[C:3]=1[C:4]([N:6]([C:23](=[O:24])[C:22]1[C:26]([F:30])=[CH:27][CH:28]=[CH:29][C:21]=1[Cl:20])[C:7]1[C:12]([F:13])=[CH:11][N:10]=[CH:9][C:8]=1[F:14])=[O:5], predict the reactants needed to synthesize it. The reactants are: [Cl:1][C:2]1[CH:18]=[CH:17][CH:16]=[C:15]([F:19])[C:3]=1[C:4]([NH:6][C:7]1[C:12]([F:13])=[CH:11][N:10]=[CH:9][C:8]=1[F:14])=[O:5].[Cl:20][C:21]1[CH:29]=[CH:28][CH:27]=[C:26]([F:30])[C:22]=1[C:23](Cl)=[O:24].FC1C=NC=C(F)C=1N. (5) Given the product [CH3:2][CH2:3][O:4][CH2:5][CH3:7].[C:5]([O-:6])(=[O:4])[CH3:7], predict the reactants needed to synthesize it. The reactants are: Cl.[CH3:2][CH2:3][O:4][C:5]([CH3:7])=[O:6]. (6) The reactants are: [CH2:1]([O:8][C:9]1[CH:17]=[CH:16][C:12]([C:13]([NH2:15])=[O:14])=[C:11]([NH:18][C:19](=O)[CH:20]([C:22]2[CH:27]=[CH:26][C:25]([F:28])=[CH:24][CH:23]=2)[OH:21])[CH:10]=1)[C:2]1[CH:7]=[CH:6][CH:5]=[CH:4][CH:3]=1.C(=O)([O-])[O-].[K+].[K+]. Given the product [CH2:1]([O:8][C:9]1[CH:10]=[C:11]2[C:12]([C:13](=[O:14])[NH:15][C:19]([CH:20]([C:22]3[CH:27]=[CH:26][C:25]([F:28])=[CH:24][CH:23]=3)[OH:21])=[N:18]2)=[CH:16][CH:17]=1)[C:2]1[CH:7]=[CH:6][CH:5]=[CH:4][CH:3]=1, predict the reactants needed to synthesize it.